From a dataset of TCR-epitope binding with 47,182 pairs between 192 epitopes and 23,139 TCRs. Binary Classification. Given a T-cell receptor sequence (or CDR3 region) and an epitope sequence, predict whether binding occurs between them. The epitope is ILGLPTQTV. The TCR CDR3 sequence is CASSLESVGTGLDEQYF. Result: 1 (the TCR binds to the epitope).